This data is from Forward reaction prediction with 1.9M reactions from USPTO patents (1976-2016). The task is: Predict the product of the given reaction. Given the reactants [Cl:1][C:2]1[CH:23]=[CH:22][CH:21]=[C:20]([F:24])[C:3]=1[CH2:4][C:5]1[C:6]([C:14]2[CH:19]=[CH:18][CH:17]=[CH:16][CH:15]=2)=[C:7]2[N:12]([CH:13]=1)[CH:11]=[CH:10][CH:9]=[CH:8]2.N1C=CC=CC=1.Cl[C:32](Cl)([O:34]C(=O)OC(Cl)(Cl)Cl)Cl.[C:43]([O:47][C:48]([N:50]1[CH2:55][CH2:54][NH:53][CH2:52][CH2:51]1)=[O:49])([CH3:46])([CH3:45])[CH3:44].C(N(CC)CC)C, predict the reaction product. The product is: [C:43]([O:47][C:48]([N:50]1[CH2:55][CH2:54][N:53]([C:32]([C:13]2[N:12]3[C:7]([CH:8]=[CH:9][CH:10]=[CH:11]3)=[C:6]([C:14]3[CH:19]=[CH:18][CH:17]=[CH:16][CH:15]=3)[C:5]=2[CH2:4][C:3]2[C:20]([F:24])=[CH:21][CH:22]=[CH:23][C:2]=2[Cl:1])=[O:34])[CH2:52][CH2:51]1)=[O:49])([CH3:46])([CH3:44])[CH3:45].